This data is from CYP1A2 inhibition data for predicting drug metabolism from PubChem BioAssay. The task is: Regression/Classification. Given a drug SMILES string, predict its absorption, distribution, metabolism, or excretion properties. Task type varies by dataset: regression for continuous measurements (e.g., permeability, clearance, half-life) or binary classification for categorical outcomes (e.g., BBB penetration, CYP inhibition). Dataset: cyp1a2_veith. (1) The drug is COC(=O)[C@@]1(Cc2ccc(OC)cc2)[C@H]2c3cc(C(=O)N4CCCC4)n(Cc4nc5ccccc5[nH]4)c3C[C@H]2CN1C(=O)c1ccccc1. The result is 1 (inhibitor). (2) The result is 1 (inhibitor). The drug is COc1ccc(OC)c(NC(=O)c2cc3n(n2)C(C(F)(F)F)CC(c2ccc4c(c2)OCO4)N3)c1.